Dataset: Reaction yield outcomes from USPTO patents with 853,638 reactions. Task: Predict the reaction yield, written as a fraction of the theoretical maximum amount of product (1.0 means a 100% yield; for example, 0.34 means a 34% yield). (1) The reactants are Cl[C:2]1[C:3]2[NH:10][CH:9]=[CH:8][C:4]=2[N:5]=[CH:6][N:7]=1.[F:11][C:12]1[CH:17]=[C:16]([N+:18]([O-:20])=[O:19])[CH:15]=[CH:14][C:13]=1[OH:21].Cl. The catalyst is C1(OC2C=CC=CC=2)C=CC=CC=1. The product is [F:11][C:12]1[CH:17]=[C:16]([N+:18]([O-:20])=[O:19])[CH:15]=[CH:14][C:13]=1[O:21][C:2]1[C:3]2[NH:10][CH:9]=[CH:8][C:4]=2[N:5]=[CH:6][N:7]=1. The yield is 0.860. (2) The reactants are C([Li])CCC.Br[C:7]1[CH:22]=[CH:21][C:10]([CH2:11][CH2:12][O:13][Si:14]([C:17]([CH3:20])([CH3:19])[CH3:18])([CH3:16])[CH3:15])=[C:9]([CH2:23][CH3:24])[CH:8]=1.[B:25](OC)([O:28]C)[O:26]C.Cl. The catalyst is C1COCC1. The product is [Si:14]([O:13][CH2:12][CH2:11][C:10]1[CH:21]=[CH:22][C:7]([B:25]([OH:28])[OH:26])=[CH:8][C:9]=1[CH2:23][CH3:24])([C:17]([CH3:20])([CH3:19])[CH3:18])([CH3:16])[CH3:15]. The yield is 0.480. (3) The reactants are FC(F)(F)S(O[C:7]1[CH:16]=[CH:15][C:10]([C:11]([O:13][CH3:14])=[O:12])=[CH:9][C:8]=1[C:17]([O:19][CH3:20])=[O:18])(=O)=O.CN(C=O)C.[F:28][C:29]1[CH:34]=[CH:33][CH:32]=[CH:31][C:30]=1B(O)O.C(=O)([O-])[O-].[K+].[K+]. The catalyst is O.C1C=CC([P]([Pd]([P](C2C=CC=CC=2)(C2C=CC=CC=2)C2C=CC=CC=2)([P](C2C=CC=CC=2)(C2C=CC=CC=2)C2C=CC=CC=2)[P](C2C=CC=CC=2)(C2C=CC=CC=2)C2C=CC=CC=2)(C2C=CC=CC=2)C2C=CC=CC=2)=CC=1. The product is [F:28][C:29]1[CH:34]=[CH:33][CH:32]=[CH:31][C:30]=1[C:7]1[C:8]([C:17]([O:19][CH3:20])=[O:18])=[CH:9][C:10]([C:11]([O:13][CH3:14])=[O:12])=[CH:15][CH:16]=1. The yield is 0.820. (4) The reactants are [Br:1][C:2]1[CH:3]=[CH:4][C:5]([F:13])=[C:6]([C:8](=O)[CH:9]([F:11])[F:10])[CH:7]=1.[CH3:14][C:15]([S@@:18]([NH2:20])=[O:19])([CH3:17])[CH3:16]. No catalyst specified. The product is [Br:1][C:2]1[CH:3]=[CH:4][C:5]([F:13])=[C:6](/[C:8](=[N:20]\[S@:18]([C:15]([CH3:17])([CH3:16])[CH3:14])=[O:19])/[CH:9]([F:11])[F:10])[CH:7]=1. The yield is 0.780. (5) The reactants are [CH:1]1([N:6]2[C:11](=[O:12])[CH:10]=[C:9]([OH:13])[C:8]([C:14]([NH:16][CH2:17][C:18]3[CH:23]=[CH:22][C:21]([Cl:24])=[C:20]([Cl:25])[CH:19]=3)=[O:15])=[CH:7]2)[CH2:5][CH2:4][CH2:3][CH2:2]1.C1([N:31]2[C:36](=[O:37])C=C(O)C(C(OC)=O)=C2)CCCC1.ClC1C=C(CN)C=CC=1Cl.[C:53]([O:56]CC)(=[O:55])[CH3:54]. The catalyst is Cl. The product is [CH:1]1([N:6]2[CH:7]=[C:8]([C:14]([NH:16][CH2:17][C:18]3[CH:23]=[CH:22][C:21]([Cl:24])=[C:20]([Cl:25])[CH:19]=3)=[O:15])[C:9]([OH:13])=[C:10]([C:36]([NH:31][CH2:54][C:53]([OH:56])=[O:55])=[O:37])[C:11]2=[O:12])[CH2:5][CH2:4][CH2:3][CH2:2]1. The yield is 0.860. (6) The product is [CH3:25][O:24][C:11]1[N:10]=[C:9]([C:6]2[CH:7]=[CH:8][C:3]([N:2]([CH3:26])[CH3:1])=[CH:4][CH:5]=2)[C:14]([N:15]2[CH2:20][CH2:19][NH:18][CH2:17][CH2:16]2)=[CH:13][CH:12]=1. The yield is 0.850. No catalyst specified. The reactants are [CH3:1][N:2]([CH3:26])[C:3]1[CH:8]=[CH:7][C:6]([C:9]2[C:14]([N:15]3[CH2:20][CH2:19][N:18](C([O-])=O)[CH2:17][CH2:16]3)=[CH:13][CH:12]=[C:11]([O:24][CH3:25])[N:10]=2)=[CH:5][CH:4]=1.Cl.C(OCC)(=O)C.C(=O)(O)[O-].[Na+]. (7) The reactants are [C:1]([O:7][C:8]([CH3:11])([CH3:10])[CH3:9])(=[O:6])[CH2:2][C:3]([CH3:5])=O.[I:12][C:13]1[CH:20]=[CH:19][CH:18]=[CH:17][C:14]=1[CH:15]=O.[NH4+:21].[OH-:22]. The catalyst is CCO.C(Cl)Cl. The product is [I:12][C:13]1[CH:20]=[CH:19][CH:18]=[CH:17][C:14]=1[CH:15]1[C:2]([C:1]([O:7][C:8]([CH3:11])([CH3:10])[CH3:9])=[O:6])=[C:3]([CH3:5])[NH:21][C:3]([CH3:5])=[C:2]1[C:1]([O:7][C:8]([CH3:11])([CH3:10])[CH3:9])=[O:22]. The yield is 0.0400.